This data is from Catalyst prediction with 721,799 reactions and 888 catalyst types from USPTO. The task is: Predict which catalyst facilitates the given reaction. Reactant: [Br:1][C:2]1[C:3]([O:12][CH3:13])=[C:4]([CH3:11])[C:5]([OH:10])=[C:6]([CH:9]=1)[CH:7]=[O:8].[BH4-].[Na+].Cl. Product: [Br:1][C:2]1[CH:9]=[C:6]([CH2:7][OH:8])[C:5]([OH:10])=[C:4]([CH3:11])[C:3]=1[O:12][CH3:13]. The catalyst class is: 1.